This data is from Full USPTO retrosynthesis dataset with 1.9M reactions from patents (1976-2016). The task is: Predict the reactants needed to synthesize the given product. (1) Given the product [CH3:16][O:17][C:18]1[N:23]=[C:22]([O:24][CH3:25])[C:21]([C:2]2[CH:11]=[C:10]3[C:5]([C:6]([Cl:15])=[C:7]([C:12]([NH2:14])=[O:13])[CH:8]=[N:9]3)=[CH:4][CH:3]=2)=[CH:20][N:19]=1, predict the reactants needed to synthesize it. The reactants are: Br[C:2]1[CH:11]=[C:10]2[C:5]([C:6]([Cl:15])=[C:7]([C:12]([NH2:14])=[O:13])[CH:8]=[N:9]2)=[CH:4][CH:3]=1.[CH3:16][O:17][C:18]1[N:23]=[C:22]([O:24][CH3:25])[C:21](B(O)O)=[CH:20][N:19]=1.C(=O)([O-])[O-].[K+].[K+]. (2) Given the product [Cl:1][C:2]1[CH:3]=[C:4]([S:9]([N:12]2[CH:25]([CH2:26][C:27]([N:43]3[CH2:44][CH2:45][CH:40]([CH2:39][C:38]4[CH:37]=[CH:36][C:35]([C:31]5[NH:32][CH2:33][CH2:34][N:30]=5)=[CH:47][CH:46]=4)[CH2:41][CH2:42]3)=[O:29])[C:24]3[C:19](=[CH:20][CH:21]=[CH:22][CH:23]=3)[C:18]3[CH:17]=[CH:16][CH:15]=[CH:14][C:13]2=3)(=[O:11])=[O:10])[CH:5]=[CH:6][C:7]=1[Cl:8], predict the reactants needed to synthesize it. The reactants are: [Cl:1][C:2]1[CH:3]=[C:4]([S:9]([N:12]2[CH:25]([CH2:26][C:27]([OH:29])=O)[C:24]3[C:19](=[CH:20][CH:21]=[CH:22][CH:23]=3)[C:18]3[CH:17]=[CH:16][CH:15]=[CH:14][C:13]2=3)(=[O:11])=[O:10])[CH:5]=[CH:6][C:7]=1[Cl:8].[NH:30]1[CH2:34][CH2:33][N:32]=[C:31]1[C:35]1[CH:47]=[CH:46][C:38]([CH2:39][CH:40]2[CH2:45][CH2:44][NH:43][CH2:42][CH2:41]2)=[CH:37][CH:36]=1. (3) Given the product [NH:14]1[C:22]2[C:17](=[C:18]([NH:23][C:24]([NH:36][CH2:39][CH:22]3[CH2:21][CH2:20][C:19]4[C:18](=[CH:17][CH:16]=[C:5]([CH3:6])[CH:7]=4)[O:34]3)=[O:26])[CH:19]=[CH:20][CH:21]=2)[CH:16]=[N:15]1, predict the reactants needed to synthesize it. The reactants are: C(N(CC)[CH:5]([CH3:7])[CH3:6])(C)C.COC([N:14]1[C:22]2[C:17](=[C:18]([NH:23][C:24]([O:26]N3C(=O)CCC3=O)=O)[CH:19]=[CH:20][CH:21]=2)[CH:16]=[N:15]1)=O.[OH2:34].C[N:36]([CH3:39])C=O. (4) Given the product [CH3:31][C:21]1[CH:20]=[C:19]([O:18][CH2:17]/[CH:16]=[C:15](/[C:12]2[CH:13]=[CH:14][C:9]([C:40]#[C:39][CH2:38][N:41]3[CH2:46][CH2:45][O:44][CH2:43][CH2:42]3)=[CH:10][CH:11]=2)\[C:32]2[CH:37]=[CH:36][CH:35]=[CH:34][CH:33]=2)[CH:30]=[CH:29][C:22]=1[O:23][CH2:24][C:25]([O:27][CH3:28])=[O:26], predict the reactants needed to synthesize it. The reactants are: C(N(CC)CC)C.Br[C:9]1[CH:14]=[CH:13][C:12](/[C:15](/[C:32]2[CH:37]=[CH:36][CH:35]=[CH:34][CH:33]=2)=[CH:16]/[CH2:17][O:18][C:19]2[CH:30]=[CH:29][C:22]([O:23][CH2:24][C:25]([O:27][CH3:28])=[O:26])=[C:21]([CH3:31])[CH:20]=2)=[CH:11][CH:10]=1.[CH2:38]([N:41]1[CH2:46][CH2:45][O:44][CH2:43][CH2:42]1)[C:39]#[CH:40]. (5) Given the product [CH2:1]([C:3]1[S:43][C:6]2[N:7]([CH2:24][C:25]3[CH:26]=[CH:27][C:28]([C:31]4[CH:36]=[CH:35][CH:34]=[CH:33][C:32]=4[C:37]4[NH:41][C:40](=[O:42])[O:39][N:38]=4)=[CH:29][CH:30]=3)[C:8](=[O:23])[N:9]([CH2:12][C:13](=[N:44][O:45][CH2:46][C:47]([OH:49])=[O:48])[C:15]3[CH:16]=[CH:17][C:18]([O:21][CH3:22])=[CH:19][CH:20]=3)[C:10](=[O:11])[C:5]=2[CH:4]=1)[CH3:2], predict the reactants needed to synthesize it. The reactants are: [CH2:1]([C:3]1[S:43][C:6]2[N:7]([CH2:24][C:25]3[CH:30]=[CH:29][C:28]([C:31]4[CH:36]=[CH:35][CH:34]=[CH:33][C:32]=4[C:37]4[NH:41][C:40](=[O:42])[O:39][N:38]=4)=[CH:27][CH:26]=3)[C:8](=[O:23])[N:9]([CH2:12][C:13]([C:15]3[CH:20]=[CH:19][C:18]([O:21][CH3:22])=[CH:17][CH:16]=3)=O)[C:10](=[O:11])[C:5]=2[CH:4]=1)[CH3:2].[NH2:44][O:45][CH2:46][C:47]([OH:49])=[O:48].N1C=CC=CC=1.Cl. (6) Given the product [CH:30]1([CH2:29][O:28][C:16]2[CH:15]=[C:14]([S:13][C:10]3[CH:11]=[CH:12][C:7]([O:6][CH2:5][C:4]([OH:36])=[O:3])=[C:8]([CH3:35])[CH:9]=3)[CH:19]=[C:18]([C:20]#[C:21][C:22]3[CH:27]=[CH:26][CH:25]=[CH:24][CH:23]=3)[CH:17]=2)[CH2:34][CH2:33][CH2:32][CH2:31]1, predict the reactants needed to synthesize it. The reactants are: C([O:3][C:4](=[O:36])[CH2:5][O:6][C:7]1[CH:12]=[CH:11][C:10]([S:13][C:14]2[CH:19]=[C:18]([C:20]#[C:21][C:22]3[CH:27]=[CH:26][CH:25]=[CH:24][CH:23]=3)[CH:17]=[C:16]([O:28][CH2:29][CH:30]3[CH2:34][CH2:33][CH2:32][CH2:31]3)[CH:15]=2)=[CH:9][C:8]=1[CH3:35])C.C(O)C.[OH-].[Na+].Cl. (7) Given the product [CH2:1]([N:3]1[C:15]([CH:33]=[O:34])=[C:14]2[C:5]([C:6](=[O:16])[NH:7][C:8]3[CH:9]=[CH:10][CH:11]=[CH:12][C:13]=32)=[N:4]1)[CH3:2], predict the reactants needed to synthesize it. The reactants are: [CH2:1]([N:3]1[CH:15]=[C:14]2[C:5]([C:6](=[O:16])[NH:7][C:8]3[CH:9]=[CH:10][CH:11]=[CH:12][C:13]=32)=[N:4]1)[CH3:2].CN(C)CCN(C)C.C([Li])CCC.Cl.CN(C)[CH:33]=[O:34].